Dataset: Forward reaction prediction with 1.9M reactions from USPTO patents (1976-2016). Task: Predict the product of the given reaction. (1) Given the reactants [Cl:1][C:2]1[CH:3]=[C:4]2[C:9](=[CH:10][C:11]=1[C:12]([N:14]1[CH2:18][CH2:17][CH2:16][CH2:15]1)=[O:13])[N:8]=[CH:7][N:6]=[C:5]2[NH:19][CH:20]([C:26]1[N:30](C(OC(C)(C)C)=O)[C:29]2[CH:38]=[CH:39][C:40]([Cl:42])=[CH:41][C:28]=2[N:27]=1)[CH2:21][CH2:22][C:23]([OH:25])=O.[CH3:43][N:44]([CH2:46][CH2:47][CH2:48][NH2:49])[CH3:45].CN(C(ON1N=NC2C=CC=CC1=2)=[N+](C)C)C.[B-](F)(F)(F)F.FC(F)(F)C(O)=O, predict the reaction product. The product is: [Cl:1][C:2]1[CH:3]=[C:4]2[C:9](=[CH:10][C:11]=1[C:12]([N:14]1[CH2:15][CH2:16][CH2:17][CH2:18]1)=[O:13])[N:8]=[CH:7][N:6]=[C:5]2[NH:19][CH:20]([C:26]1[NH:30][C:29]2[CH:38]=[CH:39][C:40]([Cl:42])=[CH:41][C:28]=2[N:27]=1)[CH2:21][CH2:22][C:23]([NH:49][CH2:48][CH2:47][CH2:46][N:44]([CH3:45])[CH3:43])=[O:25]. (2) The product is: [NH2:1][C:2]1[C:7]([CH2:8][N:9]([C:12]([CH3:37])=[CH:13][CH2:14][CH:15]([S:43][S:42][CH2:39][CH2:40][CH3:41])[OH:16])[CH:10]=[O:11])=[CH:6][CH:5]=[C:4]([CH3:38])[N:3]=1. Given the reactants [NH2:1][C:2]1[C:7]([CH2:8][N:9]([C:12]([CH3:37])=[C:13](SSC(CCO)=C(NC(CC2C(N)=NC(C)=CC=2)=O)C)[CH2:14][CH2:15][OH:16])[CH:10]=[O:11])=[CH:6][CH:5]=[C:4]([CH3:38])[N:3]=1.[CH2:39]([S:42][S:43]CCC)[CH2:40][CH3:41].[OH-].[Na+].C(OCC)(=O)C, predict the reaction product. (3) Given the reactants [C:1]([C:4]1[C:8]([CH3:9])=[CH:7][NH:6][C:5]=1[CH3:10])(=[O:3])[CH3:2].C1C(=O)N([Br:18])C(=O)C1.S([O-])([O-])=O.[Na+].[Na+], predict the reaction product. The product is: [C:1]([C:4]1[C:8]([CH3:9])=[C:7]([Br:18])[NH:6][C:5]=1[CH3:10])(=[O:3])[CH3:2]. (4) Given the reactants Br[C:2]1[CH:23]=[CH:22][C:5]2[NH:6][C:7]([CH:9]3[CH2:14][CH2:13][N:12]([C:15]([O:17][C:18]([CH3:21])([CH3:20])[CH3:19])=[O:16])[CH2:11][CH2:10]3)=[N:8][C:4]=2[CH:3]=1.[F:24][C:25]1[CH:30]=[C:29]([S:31]([CH3:34])(=[O:33])=[O:32])[CH:28]=[CH:27][C:26]=1B1OC(C)(C)C(C)(C)O1, predict the reaction product. The product is: [F:24][C:25]1[CH:30]=[C:29]([S:31]([CH3:34])(=[O:33])=[O:32])[CH:28]=[CH:27][C:26]=1[C:2]1[CH:23]=[CH:22][C:5]2[NH:6][C:7]([CH:9]3[CH2:10][CH2:11][N:12]([C:15]([O:17][C:18]([CH3:20])([CH3:21])[CH3:19])=[O:16])[CH2:13][CH2:14]3)=[N:8][C:4]=2[CH:3]=1. (5) Given the reactants [Br:1][C:2]1[CH:3]=[C:4]([Cl:16])[C:5]([O:11][CH2:12][CH:13]2[CH2:15][O:14]2)=[C:6](C(=O)C)[CH:7]=1.C1C=C(Cl)C=[C:19]([C:24]([O:26]O)=[O:25])C=1, predict the reaction product. The product is: [C:24]([O:26][C:6]1[CH:7]=[C:2]([Br:1])[CH:3]=[C:4]([Cl:16])[C:5]=1[O:11][CH2:12][CH:13]1[CH2:15][O:14]1)(=[O:25])[CH3:19]. (6) Given the reactants [F:1][C:2]1[CH:12]=[CH:11][C:5]([C:6]([N:8]=[C:9]=[O:10])=O)=[CH:4][C:3]=1[C:13]([F:16])([F:15])[F:14].[Cl:17][C:18]1[CH:23]=[CH:22][C:21]([CH2:24][NH:25][C:26](=[O:31])[C:27]([CH3:30])([CH3:29])[CH3:28])=[CH:20][C:19]=1[NH:32][NH:33]C(OC(C)(C)C)=O.FC(F)(F)C(O)=O, predict the reaction product. The product is: [Cl:17][C:18]1[CH:23]=[CH:22][C:21]([CH2:24][NH:25][C:26](=[O:31])[C:27]([CH3:30])([CH3:29])[CH3:28])=[CH:20][C:19]=1[N:32]1[C:9](=[O:10])[NH:8][C:6]([C:5]2[CH:11]=[CH:12][C:2]([F:1])=[C:3]([C:13]([F:16])([F:15])[F:14])[CH:4]=2)=[N:33]1. (7) Given the reactants IN1C(=O)CC[C:3]1=O.C(N(CC)CC)C.[OH-:16].[Na+].Cl[C:19]1[CH:24]=[C:23]([CH3:25])[CH:22]=[C:21]([OH:26])[C:20]=1[C:27]([C:29]1[CH:34]=[CH:33][C:32]([O:35][CH3:36])=[CH:31][CH:30]=1)=[O:28], predict the reaction product. The product is: [OH:16][C:19]1[CH:24]=[C:23]([CH3:25])[CH:22]=[C:21]([O:26][CH3:3])[C:20]=1[C:27]([C:29]1[CH:34]=[CH:33][C:32]([O:35][CH3:36])=[CH:31][CH:30]=1)=[O:28]. (8) Given the reactants [OH:1][CH2:2][C:3]1[O:4][CH:5]=[C:6]([O:10][CH2:11][CH2:12][CH2:13][CH2:14][CH2:15][S:16][C:17]2[C:26]3[C:21](=[CH:22][C:23]([C:27]([F:30])([F:29])[F:28])=[CH:24][CH:25]=3)[N:20]=[CH:19][CH:18]=2)[C:7](=[O:9])[CH:8]=1.C(N(CC)CC)C.[CH3:38][S:39](Cl)(=[O:41])=[O:40], predict the reaction product. The product is: [O:9]=[C:7]1[C:6]([O:10][CH2:11][CH2:12][CH2:13][CH2:14][CH2:15][S:16][C:17]2[C:26]3[C:21](=[CH:22][C:23]([C:27]([F:30])([F:29])[F:28])=[CH:24][CH:25]=3)[N:20]=[CH:19][CH:18]=2)=[CH:5][O:4][C:3]([CH2:2][O:1][S:39]([CH3:38])(=[O:41])=[O:40])=[CH:8]1. (9) The product is: [CH3:42][O:41][CH2:40][CH2:39][O:6][N:5]=[C:4]([CH:1]1[CH2:2][CH2:3]1)[C:7]1[C:15]2[CH:14]=[CH:13][C:12]([C:22]3[CH:27]=[CH:26][CH:25]=[CH:24][CH:23]=3)([C:16]3[CH:17]=[CH:18][CH:19]=[CH:20][CH:21]=3)[CH2:11][C:10]=2[N:9]([CH2:28][O:29][CH2:30][CH2:31][Si:32]([CH3:35])([CH3:34])[CH3:33])[N:8]=1. Given the reactants [CH:1]1([C:4]([C:7]2[C:15]3[CH:14]=[CH:13][C:12]([C:22]4[CH:27]=[CH:26][CH:25]=[CH:24][CH:23]=4)([C:16]4[CH:21]=[CH:20][CH:19]=[CH:18][CH:17]=4)[CH2:11][C:10]=3[N:9]([CH2:28][O:29][CH2:30][CH2:31][Si:32]([CH3:35])([CH3:34])[CH3:33])[N:8]=2)=[N:5][OH:6])[CH2:3][CH2:2]1.[H-].[Na+].Br[CH2:39][CH2:40][O:41][CH3:42].O, predict the reaction product. (10) Given the reactants [C:1]1([CH2:7][CH2:8][CH:9]=[O:10])[CH:6]=[CH:5][CH:4]=[CH:3][CH:2]=1.C[Si](C)(C)O[SiH](C)C.[F-].C([N+](CCCC)(CCCC)CCCC)CCC, predict the reaction product. The product is: [C:1]1([CH2:7][C:8]#[C:9][OH:10])[CH:6]=[CH:5][CH:4]=[CH:3][CH:2]=1.